Dataset: Full USPTO retrosynthesis dataset with 1.9M reactions from patents (1976-2016). Task: Predict the reactants needed to synthesize the given product. (1) Given the product [CH2:1]([C:5]1[N:6]([CH2:18][CH2:19][CH2:20][C:21]([Cl:27])=[O:23])[C:7]2[C:16]3[N:15]=[CH:14][CH:13]=[CH:12][C:11]=3[N:10]=[CH:9][C:8]=2[N:17]=1)[CH2:2][CH2:3][CH3:4], predict the reactants needed to synthesize it. The reactants are: [CH2:1]([C:5]1[N:6]([CH2:18][CH2:19][CH2:20][C:21]([OH:23])=O)[C:7]2[C:16]3[N:15]=[CH:14][CH:13]=[CH:12][C:11]=3[N:10]=[CH:9][C:8]=2[N:17]=1)[CH2:2][CH2:3][CH3:4].C(Cl)(=O)C([Cl:27])=O. (2) Given the product [CH3:15][CH:13]1[N:12]([C:16]([O:18][C:19]([CH3:22])([CH3:21])[CH3:20])=[O:17])[CH2:11][C:10]2[C:5]3[C:6]([N:8]([CH3:23])[C:9]=2[CH2:14]1)=[N:7][C:2]([N:36]1[CH:37]=[CH:38][C:33]([O:32][CH2:31][C:28]2[CH:27]=[CH:26][C:25]([F:24])=[CH:30][N:29]=2)=[CH:34][C:35]1=[O:39])=[CH:3][CH:4]=3, predict the reactants needed to synthesize it. The reactants are: Br[C:2]1[N:7]=[C:6]2[N:8]([CH3:23])[C:9]3[CH2:14][CH:13]([CH3:15])[N:12]([C:16]([O:18][C:19]([CH3:22])([CH3:21])[CH3:20])=[O:17])[CH2:11][C:10]=3[C:5]2=[CH:4][CH:3]=1.[F:24][C:25]1[CH:26]=[CH:27][C:28]([CH2:31][O:32][C:33]2[CH:38]=[CH:37][NH:36][C:35](=[O:39])[CH:34]=2)=[N:29][CH:30]=1. (3) Given the product [C:1]([C:3]1[CH:4]=[C:5]([NH:9][C:10]2[C:19]3[C:14](=[CH:15][C:16]([O:25][CH3:24])=[C:17]([N+:20]([O-:22])=[O:21])[CH:18]=3)[N:13]=[CH:12][N:11]=2)[CH:6]=[CH:7][CH:8]=1)#[CH:2], predict the reactants needed to synthesize it. The reactants are: [C:1]([C:3]1[CH:4]=[C:5]([NH:9][C:10]2[C:19]3[C:14](=[CH:15][C:16](F)=[C:17]([N+:20]([O-:22])=[O:21])[CH:18]=3)[N:13]=[CH:12][N:11]=2)[CH:6]=[CH:7][CH:8]=1)#[CH:2].[CH3:24][O-:25].[Na+].O.Cl.